From a dataset of Peptide-MHC class II binding affinity with 134,281 pairs from IEDB. Regression. Given a peptide amino acid sequence and an MHC pseudo amino acid sequence, predict their binding affinity value. This is MHC class II binding data. The peptide sequence is INEPKAAAIAYGLDR. The MHC is HLA-DQA10501-DQB10301 with pseudo-sequence HLA-DQA10501-DQB10301. The binding affinity (normalized) is 0.776.